Dataset: Catalyst prediction with 721,799 reactions and 888 catalyst types from USPTO. Task: Predict which catalyst facilitates the given reaction. Reactant: C1(P(C2CCCCC2)C2C=CC=CC=2C2C(C(C)C)=CC(C(C)C)=CC=2C(C)C)CCCCC1.[O:35]1[CH2:40][CH2:39][N:38]([C:41]2[C:46]([NH2:47])=[CH:45][C:44]([N:48]3[CH2:53][CH2:52][O:51][CH2:50][CH2:49]3)=[CH:43][N:42]=2)[CH2:37][CH2:36]1.Cl[C:55]1[C:64]2[C:59](=[CH:60][C:61]([F:66])=[CH:62][C:63]=2[F:65])[N:58]=[C:57]([C:67]2[CH:72]=[CH:71][N:70]=[C:69]([N:73]3[CH2:78][CH2:77][NH:76][CH2:75][CH2:74]3)[CH:68]=2)[C:56]=1[CH3:79].CC(C)([O-])C.[Na+]. Product: [O:35]1[CH2:40][CH2:39][N:38]([C:41]2[C:46]([NH:47][C:55]3[C:64]4[C:59](=[CH:60][C:61]([F:66])=[CH:62][C:63]=4[F:65])[N:58]=[C:57]([C:67]4[CH:72]=[CH:71][N:70]=[C:69]([N:73]5[CH2:78][CH2:77][NH:76][CH2:75][CH2:74]5)[CH:68]=4)[C:56]=3[CH3:79])=[CH:45][C:44]([N:48]3[CH2:49][CH2:50][O:51][CH2:52][CH2:53]3)=[CH:43][N:42]=2)[CH2:37][CH2:36]1. The catalyst class is: 101.